From a dataset of Full USPTO retrosynthesis dataset with 1.9M reactions from patents (1976-2016). Predict the reactants needed to synthesize the given product. (1) Given the product [OH:36][C:32]([CH2:31][CH2:30][C:24]1[CH:29]=[CH:28][CH:27]=[CH:26][CH:25]=1)([CH2:33][CH2:34][CH3:35])[CH2:38][C:39]([O:41][CH2:42][CH3:43])=[O:40], predict the reactants needed to synthesize it. The reactants are: [Mg].C1C2C3C=CC=CC=3OC=2C=CC=1.C(Br)C=C.C[Si](C)(Cl)Cl.[C:24]1([CH2:30][CH2:31][C:32](=[O:36])[CH2:33][CH2:34][CH3:35])[CH:29]=[CH:28][CH:27]=[CH:26][CH:25]=1.Cl[CH2:38][C:39]([O:41][CH2:42][CH3:43])=[O:40]. (2) The reactants are: FC(F)(F)C(O)=O.[F:8][C:9]([F:37])([F:36])[C:10]([C:16]1[CH:21]=[CH:20][C:19]([N:22]2[CH2:27][CH2:26][NH:25][CH2:24][C@@H:23]2[CH2:28][N:29]2[CH2:34][CH2:33][O:32][CH2:31][C@@H:30]2[CH3:35])=[CH:18][CH:17]=1)([OH:15])[C:11]([F:14])([F:13])[F:12].C(N(CC)CC)C.[Cl:45][C:46]1[N:51]=[CH:50][C:49]([S:52](Cl)(=[O:54])=[O:53])=[CH:48][CH:47]=1. Given the product [Cl:45][C:46]1[N:51]=[CH:50][C:49]([S:52]([N:25]2[CH2:26][CH2:27][N:22]([C:19]3[CH:20]=[CH:21][C:16]([C:10]([OH:15])([C:9]([F:8])([F:36])[F:37])[C:11]([F:14])([F:13])[F:12])=[CH:17][CH:18]=3)[C@@H:23]([CH2:28][N:29]3[CH2:34][CH2:33][O:32][CH2:31][C@H:30]3[CH3:35])[CH2:24]2)(=[O:54])=[O:53])=[CH:48][CH:47]=1, predict the reactants needed to synthesize it.